From a dataset of Full USPTO retrosynthesis dataset with 1.9M reactions from patents (1976-2016). Predict the reactants needed to synthesize the given product. (1) Given the product [CH:2]1([CH2:5][N:6]([CH2:19][CH:20]2[CH2:21][CH2:22][O:23][CH2:24][CH2:25]2)[C:7]2[C:8]([CH2:17][CH3:18])=[N:9][N:10]3[C:15]([I:16])=[CH:14][CH:13]=[CH:12][C:11]=23)[CH2:4][CH2:3]1, predict the reactants needed to synthesize it. The reactants are: Cl.[CH:2]1([CH2:5][N:6]([CH2:19][CH:20]2[CH2:25][CH2:24][O:23][CH2:22][CH2:21]2)[C:7]2[C:8]([CH2:17][CH3:18])=[N:9][N:10]3[C:15]([I:16])=[CH:14][CH:13]=[CH:12][C:11]=23)[CH2:4][CH2:3]1.O.C(=O)(O)[O-].[Na+]. (2) Given the product [CH3:2][O:3][C:4]([C:6]1[CH:7]=[C:8]2[C:12](=[CH:13][CH:14]=1)[CH2:11][CH2:10][C@H:9]2[NH:15][C:26](=[O:27])[C:25]1[CH:29]=[CH:30][CH:31]=[CH:32][C:24]=1[Cl:23])=[O:5], predict the reactants needed to synthesize it. The reactants are: Cl.[CH3:2][O:3][C:4]([C:6]1[CH:7]=[C:8]2[C:12](=[CH:13][CH:14]=1)[CH2:11][CH2:10][C@H:9]2[NH2:15])=[O:5].C(N(CC)CC)C.[Cl:23][C:24]1[CH:32]=[CH:31][CH:30]=[CH:29][C:25]=1[C:26](Cl)=[O:27]. (3) Given the product [C:31]([C:23]1[CH:22]=[C:21]([C:17]2[N:16]=[C:7]([N:1]3[CH2:2][CH2:3][NH:4][CH2:5][CH2:6]3)[CH:20]=[CH:19][CH:18]=2)[CH:26]=[C:25]([C:27]([CH3:28])([CH3:29])[CH3:30])[CH:24]=1)([CH3:32])([CH3:33])[CH3:34], predict the reactants needed to synthesize it. The reactants are: [N:1]1([C:7](OC(C)(C)C)=O)[CH2:6][CH2:5][NH:4][CH2:3][CH2:2]1.BrC1[CH:20]=[CH:19][CH:18]=[C:17]([C:21]2[CH:26]=[C:25]([C:27]([CH3:30])([CH3:29])[CH3:28])[CH:24]=[C:23]([C:31]([CH3:34])([CH3:33])[CH3:32])[CH:22]=2)[N:16]=1.C(N(C(C)C)CC)(C)C. (4) The reactants are: Br[C:2]1[C:7]2[S:8][C:9]([C:11]3[C:18]([Cl:19])=[CH:17][CH:16]=[CH:15][C:12]=3[C:13]#[N:14])=[N:10][C:6]=2[C:5]([F:20])=[CH:4][N:3]=1.[CH3:21][C:22]1[N:27]=[CH:26][N:25]=[C:24]([NH2:28])[CH:23]=1.CC1(C)C2C(=C(P(C3C=CC=CC=3)C3C=CC=CC=3)C=CC=2)OC2C(P(C3C=CC=CC=3)C3C=CC=CC=3)=CC=CC1=2.C([O-])([O-])=O.[Cs+].[Cs+]. Given the product [Cl:19][C:18]1[C:11]([C:9]2[S:8][C:7]3[C:2]([NH:28][C:24]4[CH:23]=[C:22]([CH3:21])[N:27]=[CH:26][N:25]=4)=[N:3][CH:4]=[C:5]([F:20])[C:6]=3[N:10]=2)=[C:12]([CH:15]=[CH:16][CH:17]=1)[C:13]#[N:14], predict the reactants needed to synthesize it. (5) Given the product [CH3:1][O:2][C:3](=[O:22])[C:4]1[CH:9]=[CH:8][CH:7]=[C:6]([S:10][C:11]2[C:19]3[C:14](=[CH:15][C:16]([Cl:20])=[CH:17][CH:18]=3)[N:13]([CH2:25][C:26]3[CH:31]=[CH:30][CH:29]=[CH:28][N:27]=3)[C:12]=2[CH3:21])[CH:5]=1, predict the reactants needed to synthesize it. The reactants are: [CH3:1][O:2][C:3](=[O:22])[C:4]1[CH:9]=[CH:8][CH:7]=[C:6]([S:10][C:11]2[C:19]3[C:14](=[CH:15][C:16]([Cl:20])=[CH:17][CH:18]=3)[NH:13][C:12]=2[CH3:21])[CH:5]=1.Br.Br[CH2:25][C:26]1[CH:31]=[CH:30][CH:29]=[CH:28][N:27]=1.C(=O)([O-])[O-].[Cs+].[Cs+].CCOC(C)=O. (6) Given the product [Cl:1][C:2]1[CH:10]=[CH:9][C:8]([C:11]2[N:12]([CH3:23])[C:13]3[C:18]([CH:19]=2)=[CH:17][CH:16]=[C:15]([C:20]([N:53]2[CH2:54][CH2:55][N:50]([CH2:49][CH2:48][OH:47])[CH2:51][CH2:52]2)=[O:22])[CH:14]=3)=[C:7]2[C:3]=1[CH2:4][NH:5][C:6]2=[O:24], predict the reactants needed to synthesize it. The reactants are: [Cl:1][C:2]1[CH:10]=[CH:9][C:8]([C:11]2[N:12]([CH3:23])[C:13]3[C:18]([CH:19]=2)=[CH:17][CH:16]=[C:15]([C:20]([OH:22])=O)[CH:14]=3)=[C:7]2[C:3]=1[CH2:4][NH:5][C:6]2=[O:24].CCN=C=NCCCN(C)C.C1C=C2N=NN(O)C2=CC=1.O.[OH:47][CH2:48][CH2:49][N:50]1[CH2:55][CH2:54][NH:53][CH2:52][CH2:51]1. (7) Given the product [CH3:15][O:1][C@@H:2]([CH3:12])[CH2:3][NH:4][C:5](=[O:11])[O:6][C:7]([CH3:8])([CH3:10])[CH3:9], predict the reactants needed to synthesize it. The reactants are: [OH:1][C@@H:2]([CH3:12])[CH2:3][NH:4][C:5](=[O:11])[O:6][C:7]([CH3:10])([CH3:9])[CH3:8].[H-].[Na+].[CH3:15]I. (8) The reactants are: [F:1][C:2]1[C:3]([N+:12]([O-:14])=[O:13])=[C:4]([CH:8]=[C:9]([F:11])[CH:10]=1)[C:5]([OH:7])=[O:6].CI.[C:17]([O-])([O-])=O.[Na+].[Na+].O. Given the product [CH3:17][O:6][C:5](=[O:7])[C:4]1[CH:8]=[C:9]([F:11])[CH:10]=[C:2]([F:1])[C:3]=1[N+:12]([O-:14])=[O:13], predict the reactants needed to synthesize it. (9) Given the product [Cl:1][C:2]1[CH:7]=[C:6]([OH:8])[CH:5]=[CH:4][C:3]=1[CH:9]1[O:13][C:16]([CH3:18])([CH3:17])[O:11][C:10]1=[O:12], predict the reactants needed to synthesize it. The reactants are: [Cl:1][C:2]1[CH:7]=[C:6]([OH:8])[CH:5]=[CH:4][C:3]=1[CH:9]([OH:13])[C:10]([OH:12])=[O:11].CO[C:16](OC)([CH3:18])[CH3:17]. (10) Given the product [CH:1]1([N:6]2[C:7]3[N:8]=[C:9]([NH2:23])[N:10]=[CH:11][C:12]=3[C:13]3[CH:18]=[CH:17][C:16]([O:19][CH3:20])=[N:15][C:14]2=3)[CH2:5][CH2:4][CH2:3][CH2:2]1, predict the reactants needed to synthesize it. The reactants are: [CH:1]1([NH:6][C:7]2[C:12]([C:13]3[C:14](OC)=[N:15][C:16]([O:19][CH3:20])=[CH:17][CH:18]=3)=[CH:11][N:10]=[C:9]([NH2:23])[N:8]=2)[CH2:5][CH2:4][CH2:3][CH2:2]1.C[Si]([N-][Si](C)(C)C)(C)C.[Na+].C1COCC1.